Dataset: Full USPTO retrosynthesis dataset with 1.9M reactions from patents (1976-2016). Task: Predict the reactants needed to synthesize the given product. (1) Given the product [CH2:17]([O:10][C:5]1[CH:4]=[CH:3][C:2]([Br:1])=[CH:9][C:6]=1[CH:7]=[O:8])[C:18]1[CH:23]=[CH:22][CH:21]=[CH:20][CH:19]=1, predict the reactants needed to synthesize it. The reactants are: [Br:1][C:2]1[CH:9]=[C:6]([CH:7]=[O:8])[C:5]([OH:10])=[CH:4][CH:3]=1.C(=O)([O-])[O-].[K+].[K+].[CH2:17](Br)[C:18]1[CH:23]=[CH:22][CH:21]=[CH:20][CH:19]=1.O. (2) Given the product [NH2:27][C:24]1[CH:25]=[CH:26][C:21]([C:20]2[C:13]3[C:14](=[N:15][CH:16]=[N:17][C:12]=3[NH2:11])[N:18]([CH:37]3[CH2:42][CH2:41][N:40]([CH:43]4[CH2:48][CH2:47][N:46]([CH3:49])[CH2:45][CH2:44]4)[CH2:39][CH2:38]3)[N:19]=2)=[CH:22][C:23]=1[O:35][CH3:36], predict the reactants needed to synthesize it. The reactants are: FC(F)(F)C(O)=O.ClCCl.[NH2:11][C:12]1[N:17]=[CH:16][N:15]=[C:14]2[N:18]([CH:37]3[CH2:42][CH2:41][N:40]([CH:43]4[CH2:48][CH2:47][N:46]([CH3:49])[CH2:45][CH2:44]4)[CH2:39][CH2:38]3)[N:19]=[C:20]([C:21]3[CH:26]=[CH:25][C:24]([NH:27]C(=O)OC(C)(C)C)=[C:23]([O:35][CH3:36])[CH:22]=3)[C:13]=12. (3) Given the product [C:1]([O:5][C:6]([N:8]1[C@@H:12]([CH2:13][N:14]([CH2:15][CH3:16])[C:20]2[CH:25]=[CH:24][N:23]=[C:22]([C:26]([F:29])([F:28])[F:27])[N:21]=2)[CH2:11][O:10][C:9]1([CH3:17])[CH3:18])=[O:7])([CH3:4])([CH3:3])[CH3:2], predict the reactants needed to synthesize it. The reactants are: [C:1]([O:5][C:6]([N:8]1[C@@H:12]([CH2:13][NH:14][CH2:15][CH3:16])[CH2:11][O:10][C:9]1([CH3:18])[CH3:17])=[O:7])([CH3:4])([CH3:3])[CH3:2].Cl[C:20]1[CH:25]=[CH:24][N:23]=[C:22]([C:26]([F:29])([F:28])[F:27])[N:21]=1.C(N(CC)C(C)C)(C)C.C(OCC)(=O)C. (4) Given the product [CH3:1][O:2][C:3]1[CH:12]=[C:11]2[C:6]([CH2:7][CH2:8][CH:9]=[C:10]2[C:13]([OH:15])=[O:14])=[CH:5][CH:4]=1, predict the reactants needed to synthesize it. The reactants are: [CH3:1][O:2][C:3]1[CH:12]=[C:11]2[C:6]([CH2:7][CH2:8][CH:9]=[C:10]2[C:13]([O:15]C)=[O:14])=[CH:5][CH:4]=1.O[Li].O. (5) The reactants are: Br[C:2]1[C:10]2[S:9][C:8]([NH:11][C:12]([C:14]3[S:15][C:16]([CH3:19])=[CH:17][CH:18]=3)=[O:13])=[N:7][C:6]=2[C:5]([O:20][CH3:21])=[CH:4][CH:3]=1.[N:22]1[CH:27]=[CH:26][C:25](B(O)O)=[CH:24][CH:23]=1. Given the product [CH3:21][O:20][C:5]1[C:6]2[N:7]=[C:8]([NH:11][C:12]([C:14]3[S:15][C:16]([CH3:19])=[CH:17][CH:18]=3)=[O:13])[S:9][C:10]=2[C:2]([C:24]2[CH:23]=[N:22][CH:27]=[CH:26][CH:25]=2)=[CH:3][CH:4]=1, predict the reactants needed to synthesize it. (6) Given the product [CH2:8]([N:5]1[CH2:6][CH2:7][CH:2]([NH:1][CH:16]([CH3:18])[CH3:15])[CH2:3][CH2:4]1)[C:9]1[CH:14]=[CH:13][CH:12]=[CH:11][CH:10]=1, predict the reactants needed to synthesize it. The reactants are: [NH2:1][CH:2]1[CH2:7][CH2:6][N:5]([CH2:8][C:9]2[CH:14]=[CH:13][CH:12]=[CH:11][CH:10]=2)[CH2:4][CH2:3]1.[CH3:15][C:16]([CH3:18])=O.C(O[BH-](OC(=O)C)OC(=O)C)(=O)C.[Na+]. (7) Given the product [Cl:26][C:23]1[CH:24]=[CH:25][C:20]([C:18]([NH:17][CH:13]([CH2:12][C:7]2[C:5]3[C:4](=[CH:3][CH:2]=[CH:1][CH:6]=3)[NH:11][C:9](=[O:10])[CH:8]=2)[C:14]([O:16][CH2:33][CH2:32][N:31]([CH:35]([CH3:37])[CH3:36])[CH:28]([CH3:30])[CH3:29])=[O:15])=[O:19])=[CH:21][CH:22]=1, predict the reactants needed to synthesize it. The reactants are: [CH:1]1[CH:2]=[CH:3][C:4]2[NH:11][C:9](=[O:10])[CH:8]=[C:7]([CH2:12][CH:13]([NH:17][C:18]([C:20]3[CH:21]=[CH:22][C:23]([Cl:26])=[CH:24][CH:25]=3)=[O:19])[C:14]([OH:16])=[O:15])[C:5]=2[CH:6]=1.Cl.[CH:28]([N:31]([CH:35]([CH3:37])[CH3:36])[CH2:32][CH2:33]Cl)([CH3:30])[CH3:29]. (8) Given the product [F:21][C:22]1[CH:27]=[C:26]([F:28])[CH:25]=[CH:24][C:23]=1[C:2]1[N:7]=[CH:6][N:5]=[C:4]([N:8]2[CH2:13][CH2:12][N:11]([C:14]([O:16][C:17]([CH3:20])([CH3:19])[CH3:18])=[O:15])[CH2:10][CH2:9]2)[CH:3]=1, predict the reactants needed to synthesize it. The reactants are: Cl[C:2]1[N:7]=[CH:6][N:5]=[C:4]([N:8]2[CH2:13][CH2:12][N:11]([C:14]([O:16][C:17]([CH3:20])([CH3:19])[CH3:18])=[O:15])[CH2:10][CH2:9]2)[CH:3]=1.[F:21][C:22]1[CH:27]=[C:26]([F:28])[CH:25]=[CH:24][C:23]=1OB(O)O.C(=O)([O-])[O-].[Na+].[Na+].C1(C)C=CC=CC=1.